This data is from Catalyst prediction with 721,799 reactions and 888 catalyst types from USPTO. The task is: Predict which catalyst facilitates the given reaction. (1) Reactant: Cl.[CH3:2][O:3][C:4]1[CH:9]=[CH:8][C:7]([NH:10][NH2:11])=[CH:6][CH:5]=1.C(N(CC)CC)C.[OH:19][C:20]1([C:30]#[C:31][C:32]([C:34]2[CH:39]=[CH:38][C:37]([CH3:40])=[CH:36][CH:35]=2)=O)[CH2:29][CH2:28][C:23]2([O:27][CH2:26][CH2:25][O:24]2)[CH2:22][CH2:21]1. Product: [CH3:2][O:3][C:4]1[CH:9]=[CH:8][C:7]([N:10]2[C:32]([C:34]3[CH:35]=[CH:36][C:37]([CH3:40])=[CH:38][CH:39]=3)=[CH:31][C:30]([C:20]3([OH:19])[CH2:29][CH2:28][C:23]4([O:24][CH2:25][CH2:26][O:27]4)[CH2:22][CH2:21]3)=[N:11]2)=[CH:6][CH:5]=1. The catalyst class is: 8. (2) Reactant: [Cl:1][C:2]1[C:3]([F:31])=[C:4]([C@@H:8]2[C@:12]([C:15]3[CH:20]=[CH:19][C:18]([Cl:21])=[CH:17][C:16]=3[F:22])([C:13]#[N:14])[C@H:11]([CH2:23][C:24]([CH3:27])([CH3:26])[CH3:25])[NH:10][C@H:9]2[C:28](O)=[O:29])[CH:5]=[CH:6][CH:7]=1.CCN(C(C)C)C(C)C.C1(P(Cl)(C2C=CC=CC=2)=O)C=CC=CC=1.[CH3:56][O:57][C:58]([C:60]1[O:61][C:62]2[CH:68]=[CH:67][C:66]([NH2:69])=[CH:65][C:63]=2[N:64]=1)=[O:59]. Product: [Cl:1][C:2]1[C:3]([F:31])=[C:4]([C@@H:8]2[C@:12]([C:15]3[CH:20]=[CH:19][C:18]([Cl:21])=[CH:17][C:16]=3[F:22])([C:13]#[N:14])[C@H:11]([CH2:23][C:24]([CH3:26])([CH3:27])[CH3:25])[NH:10][C@H:9]2[C:28]([NH:69][C:66]2[CH:67]=[CH:68][C:62]3[O:61][C:60]([C:58]([O:57][CH3:56])=[O:59])=[N:64][C:63]=3[CH:65]=2)=[O:29])[CH:5]=[CH:6][CH:7]=1. The catalyst class is: 4. (3) Reactant: [CH3:1][O:2][C:3](=[O:28])[CH2:4][CH2:5][C@H:6]([C@@H:8]1[C@:25]2([CH3:26])[C@H:11]([C@H:12]3[C@H:22]([CH2:23][CH2:24]2)[C@:20]2([CH3:21])[C:15](=[CH:16][C:17](=[O:27])[CH2:18][CH2:19]2)[CH2:14][CH2:13]3)[CH2:10][CH2:9]1)[CH3:7].[Li].C(OCC)(=O)C.CCCCCC. Product: [CH3:1][O:2][C:3](=[O:28])[CH2:4][CH2:5][C@H:6]([C@@H:8]1[C@:25]2([CH3:26])[C@H:11]([C@H:12]3[C@H:22]([CH2:23][CH2:24]2)[C@:20]2([CH3:21])[C@H:15]([CH2:16][C:17](=[O:27])[CH2:18][CH2:19]2)[CH2:14][CH2:13]3)[CH2:10][CH2:9]1)[CH3:7]. The catalyst class is: 28. (4) Reactant: [F:1][C:2]1[CH:3]=[CH:4][C:5]2[O:9][CH:8]=[CH:7][C:6]=2[C:10]=1[CH2:11][NH2:12].[Br:13][C:14]1[C:15]2[N:16]([CH:22]=[N:23][N:24]=2)[C:17](SC)=[N:18][CH:19]=1. Product: [Br:13][C:14]1[C:15]2[N:16]([CH:22]=[N:23][N:24]=2)[C:17]([NH:12][CH2:11][C:10]2[C:6]3[CH:7]=[CH:8][O:9][C:5]=3[CH:4]=[CH:3][C:2]=2[F:1])=[N:18][CH:19]=1. The catalyst class is: 425.